This data is from Catalyst prediction with 721,799 reactions and 888 catalyst types from USPTO. The task is: Predict which catalyst facilitates the given reaction. (1) Reactant: Br[C:2]1[CH:3]=[N:4][N:5]([CH3:17])[C:6]=1[C:7]1[CH:8]=[C:9]([C:13]([O:15][CH3:16])=[O:14])[S:10][C:11]=1[CH3:12].C(=O)([O-])[O-].[K+].[K+].[CH:24](/B(O)O)=[CH:25]/[CH3:26]. The catalyst class is: 760. Product: [CH3:12][C:11]1[S:10][C:9]([C:13]([O:15][CH3:16])=[O:14])=[CH:8][C:7]=1[C:6]1[N:5]([CH3:17])[N:4]=[CH:3][C:2]=1/[CH:24]=[CH:25]\[CH3:26]. (2) The catalyst class is: 159. Product: [Br:28][C:24]1[O:23][C:22]([C:18]2[CH:17]=[C:16]([CH:21]=[CH:20][CH:19]=2)[CH2:15][N:13]2[C:12](=[O:27])[CH:11]=[CH:10][C:9]([C:4]3[CH:3]=[C:2]([F:1])[CH:7]=[C:6]([F:8])[CH:5]=3)=[N:14]2)=[N:26][CH:25]=1. Reactant: [F:1][C:2]1[CH:3]=[C:4]([C:9]2[CH:10]=[CH:11][C:12](=[O:27])[N:13]([CH2:15][C:16]3[CH:21]=[CH:20][CH:19]=[C:18]([C:22]4[O:23][CH:24]=[CH:25][N:26]=4)[CH:17]=3)[N:14]=2)[CH:5]=[C:6]([F:8])[CH:7]=1.[Br:28]N1C(=O)CCC1=O.C(OOC(=O)C1C=CC=CC=1)(=O)C1C=CC=CC=1. (3) Reactant: [Cl:1][C:2]1[CH:3]=[C:4]([CH:8]=[CH:9][C:10]=1[F:11])[C:5]([OH:7])=O.C(Cl)(=O)C(Cl)=O.Cl.[NH:19]1[CH2:22][CH2:21][CH2:20]1.C(N(CC)CC)C. Product: [Cl:1][C:2]1[CH:3]=[C:4]([C:5]([N:19]2[CH2:22][CH2:21][CH2:20]2)=[O:7])[CH:8]=[CH:9][C:10]=1[F:11]. The catalyst class is: 59.